This data is from Forward reaction prediction with 1.9M reactions from USPTO patents (1976-2016). The task is: Predict the product of the given reaction. (1) Given the reactants Cl.[NH2:2][C:3]1[CH:8]=[CH:7][CH:6]=[CH:5][CH:4]=1.[N:9]([O-])=O.[Na+].[C:13]([CH:15]([CH2:21][C:22]([O:24]CC)=O)C(OCC)=O)#[N:14].[OH-].[Na+], predict the reaction product. The product is: [C:13]([C:15]1[CH:21]=[C:22]([OH:24])[N:2]([C:3]2[CH:8]=[CH:7][CH:6]=[CH:5][CH:4]=2)[N:9]=1)#[N:14]. (2) Given the reactants Br[C:2]1[CH:3]=[C:4]([CH:8]2[C:17]([CH3:19])([CH3:18])[CH2:16][C:15]3[C:10](=[CH:11][CH:12]=[C:13]([C:20]([OH:22])=[O:21])[CH:14]=3)[NH:9]2)[CH:5]=[CH:6][CH:7]=1.[CH2:23]([N:30]1[CH2:39][CH2:38][C:37]2[C:36](=[O:40])[NH:35][CH:34]=[N:33][C:32]=2[CH2:31]1)[C:24]1[CH:29]=[CH:28][CH:27]=[CH:26][CH:25]=1.Cl.CN(C)CC(O)=O.C(=O)([O-])[O-].[K+].[K+], predict the reaction product. The product is: [CH2:23]([N:30]1[CH2:39][CH2:38][C:37]2[C:36](=[O:40])[N:35]([C:2]3[CH:3]=[C:4]([CH:8]4[C:17]([CH3:19])([CH3:18])[CH2:16][C:15]5[C:10](=[CH:11][CH:12]=[C:13]([C:20]([OH:22])=[O:21])[CH:14]=5)[NH:9]4)[CH:5]=[CH:6][CH:7]=3)[CH:34]=[N:33][C:32]=2[CH2:31]1)[C:24]1[CH:25]=[CH:26][CH:27]=[CH:28][CH:29]=1. (3) Given the reactants [SH2:1].[C:2]([CH2:4][C:5]([O:7][CH2:8][CH3:9])=[O:6])#[N:3], predict the reaction product. The product is: [NH2:3][C:2](=[S:1])[CH2:4][C:5]([O:7][CH2:8][CH3:9])=[O:6]. (4) Given the reactants CC([N:5]([C@H:9]([C@@H:17]([OH:20])[CH2:18][Cl:19])[CH2:10][C:11]1[CH:16]=[CH:15][CH:14]=[CH:13][CH:12]=1)C(=O)[O-])(C)C.O.Cl, predict the reaction product. The product is: [ClH:19].[NH2:5][C@H:9]([C@@H:17]([OH:20])[CH2:18][Cl:19])[CH2:10][C:11]1[CH:16]=[CH:15][CH:14]=[CH:13][CH:12]=1. (5) The product is: [F:1][C:2]1[CH:7]=[CH:6][CH:5]=[CH:4][C:3]=1[N:8]1[C:12]([C:13]2[CH:18]=[CH:17][N:16]=[CH:15][CH:14]=2)=[C:11]([C:19]2[O:20][N:25]=[C:26]([C:27]3[CH:28]=[C:29]([CH:30]=[CH:31][CH:32]=3)[CH2:33][N:34]3[CH2:39][CH2:38][O:37][CH2:36][CH2:35]3)[N:40]=2)[N:10]=[N:9]1. Given the reactants [F:1][C:2]1[CH:7]=[CH:6][CH:5]=[CH:4][C:3]=1[N:8]1[C:12]([C:13]2[CH:18]=[CH:17][N:16]=[CH:15][CH:14]=2)=[C:11]([C:19](OCC)=[O:20])[N:10]=[N:9]1.O[N:25]=[C:26]([NH2:40])[C:27]1[CH:32]=[CH:31][CH:30]=[C:29]([CH2:33][N:34]2[CH2:39][CH2:38][O:37][CH2:36][CH2:35]2)[CH:28]=1, predict the reaction product. (6) Given the reactants Cl.[CH2:2]([CH:7]1[CH2:12][CH2:11][CH2:10][NH:9][CH2:8]1)[CH2:3][CH2:4][CH2:5][CH3:6].[C:13]([O:17][C:18](=[O:28])[NH:19][C@@H:20]1[CH2:25][CH2:24][CH2:23][CH2:22][C@H:21]1[CH:26]=O)([CH3:16])([CH3:15])[CH3:14].C(O[BH-](OC(=O)C)OC(=O)C)(=O)C.[Na+], predict the reaction product. The product is: [C:13]([O:17][C:18](=[O:28])[NH:19][C@@H:20]1[CH2:25][CH2:24][CH2:23][CH2:22][C@H:21]1[CH2:26][N:9]1[CH2:10][CH2:11][CH2:12][CH:7]([CH2:2][CH2:3][CH2:4][CH2:5][CH3:6])[CH2:8]1)([CH3:16])([CH3:14])[CH3:15]. (7) Given the reactants C[O:2][C:3]1[CH:8]=[CH:7][C:6]([C:9]2[CH:10]=[C:11]([C:14]3[CH:19]=[CH:18][CH:17]=[C:16]([O:20]C)[CH:15]=3)[S:12][CH:13]=2)=[CH:5][CH:4]=1, predict the reaction product. The product is: [OH:2][C:3]1[CH:8]=[CH:7][C:6]([C:9]2[CH:10]=[C:11]([C:14]3[CH:15]=[C:16]([OH:20])[CH:17]=[CH:18][CH:19]=3)[S:12][CH:13]=2)=[CH:5][CH:4]=1.